Dataset: Catalyst prediction with 721,799 reactions and 888 catalyst types from USPTO. Task: Predict which catalyst facilitates the given reaction. (1) Reactant: [CH3:1][N:2]1[C:6]([CH3:7])=[CH:5][CH:4]=[C:3]1[C:8]([O:10]CC)=O.[NH2:13][C:14]1[CH:15]=[CH:16][C:17]([F:22])=[C:18]([CH:21]=1)[C:19]#[N:20].C[Si]([N-][Si](C)(C)C)(C)C.[Li+]. Product: [C:19]([C:18]1[CH:21]=[C:14]([NH:13][C:8]([C:3]2[N:2]([CH3:1])[C:6]([CH3:7])=[CH:5][CH:4]=2)=[O:10])[CH:15]=[CH:16][C:17]=1[F:22])#[N:20]. The catalyst class is: 1. (2) Reactant: [CH:1]([C:3]1[CH:4]=[C:5]([N+:13]([O-:15])=[O:14])[C:6]([OH:12])=[C:7]([CH:11]=1)[C:8]([OH:10])=[O:9])=O.[C:16]1([C:22](=O)[CH2:23][C:24]2[CH:29]=[CH:28][CH:27]=[CH:26][CH:25]=2)[CH:21]=[CH:20][CH:19]=[CH:18][CH:17]=1.[NH2:31][C:32]([NH2:34])=[O:33].Cl. Product: [OH:12][C:6]1[C:5]([N+:13]([O-:15])=[O:14])=[CH:4][C:3]([CH:1]2[C:23]([C:24]3[CH:29]=[CH:28][CH:27]=[CH:26][CH:25]=3)=[C:22]([C:16]3[CH:21]=[CH:20][CH:19]=[CH:18][CH:17]=3)[NH:34][C:32](=[O:33])[NH:31]2)=[CH:11][C:7]=1[C:8]([OH:10])=[O:9]. The catalyst class is: 8. (3) Reactant: [C:1]([C:3]1[N:8]=[CH:7][C:6]([NH:9][C:10]([CH:12]2[NH:16][CH:15]([CH2:17][C:18]([CH3:21])([CH3:20])[CH3:19])[C:14]3([C:29]4[C:24](=[CH:25][C:26]([Cl:30])=[CH:27][CH:28]=4)[NH:23][C:22]3=[O:31])[CH:13]2[C:32]2[CH:37]=[CH:36][CH:35]=[C:34]([Cl:38])[C:33]=2[F:39])=[O:11])=[CH:5][CH:4]=1)#[N:2].[OH:40]O.[OH-].[Na+]. Product: [C:1]([C:3]1[N:8]=[CH:7][C:6]([NH:9][C:10]([CH:12]2[NH:16][CH:15]([CH2:17][C:18]([CH3:21])([CH3:20])[CH3:19])[C:14]3([C:29]4[C:24](=[CH:25][C:26]([Cl:30])=[CH:27][CH:28]=4)[NH:23][C:22]3=[O:31])[CH:13]2[C:32]2[CH:37]=[CH:36][CH:35]=[C:34]([Cl:38])[C:33]=2[F:39])=[O:11])=[CH:5][CH:4]=1)(=[O:40])[NH2:2]. The catalyst class is: 16. (4) Reactant: [CH3:1][C:2]1[C:6]([NH2:7])=[C:5]([C:8]2[CH:13]=[CH:12][CH:11]=[CH:10][CH:9]=2)[NH:4][N:3]=1.[C:14](Cl)(=O)[C:15]1[CH:20]=[CH:19][CH:18]=[CH:17][CH:16]=1. Product: [CH3:1][C:2]1[C:6]2[N:7]=[C:14]([C:15]3[CH:20]=[CH:19][CH:18]=[CH:17][CH:16]=3)[C:13]3[CH:12]=[CH:11][CH:10]=[CH:9][C:8]=3[C:5]=2[NH:4][N:3]=1. The catalyst class is: 17. (5) Reactant: CC1C=CC(S(O[CH2:12][CH:13]2[O:18][C:17]3[CH:19]=[C:20]([S:23]([CH3:26])(=[O:25])=[O:24])[CH:21]=[CH:22][C:16]=3[O:15][CH2:14]2)(=O)=O)=CC=1.[NH:27]1[CH2:32][CH2:31][CH2:30][CH2:29][CH2:28]1. Product: [CH3:26][S:23]([C:20]1[CH:21]=[CH:22][C:16]2[O:15][CH2:14][CH:13]([CH2:12][N:27]3[CH2:32][CH2:31][CH2:30][CH2:29][CH2:28]3)[O:18][C:17]=2[CH:19]=1)(=[O:24])=[O:25]. The catalyst class is: 10. (6) Product: [CH3:10][O:9][C:8](=[O:11])[O-:13].[CH3:1][N+:2]1[CH:6]=[CH:5][N:4]([CH3:14])[C:3]=1[CH3:7]. Reactant: [CH3:1][N:2]1[CH:6]=[CH:5][N:4]=[C:3]1[CH3:7].[C:8](=[O:13])([O:11]C)[O:9][CH3:10].[C:14](=O)=O. The catalyst class is: 5. (7) Reactant: [Br:1][C:2]1[C:11]([CH2:12]Br)=[C:10]2[C:5]([CH:6]=[CH:7][C:8]([O:14][CH3:15])=[N:9]2)=[CH:4][CH:3]=1.C([O-])(O)=[O:17].[Na+]. Product: [Br:1][C:2]1[C:11]([CH2:12][OH:17])=[C:10]2[C:5]([CH:6]=[CH:7][C:8]([O:14][CH3:15])=[N:9]2)=[CH:4][CH:3]=1. The catalyst class is: 95. (8) Reactant: [F:1][C:2]1[CH:7]=[CH:6][C:5](B(O)O)=[CH:4][CH:3]=1.[N:11]1([C:17]([NH2:19])=[O:18])[CH2:16][CH2:15][O:14][CH2:13][CH2:12]1.Br[C:21]1[CH:22]=[N:23][CH:24]=[C:25]([CH:29]=1)[C:26]([OH:28])=[O:27].C([O-])([O-])=O.[Na+].[Na+]. Product: [N:11]1([C:17]([NH2:19])=[O:18])[CH2:16][CH2:15][O:14][CH2:13][CH2:12]1.[F:1][C:2]1[CH:7]=[CH:6][C:5]([C:21]2[CH:29]=[C:25]([C:26]([OH:28])=[O:27])[CH:24]=[N:23][CH:22]=2)=[CH:4][CH:3]=1. The catalyst class is: 20. (9) Reactant: [F:1][C:2]1[CH:7]=[CH:6][C:5]([C:8]2[C:13]([N:14]3[CH2:19][CH2:18][CH:17]([C:20]([OH:22])=O)[CH2:16][CH2:15]3)=[CH:12][N:11]=[CH:10][N:9]=2)=[CH:4][CH:3]=1.Cl.[CH3:24][O:25][C@H:26]1[CH2:30][CH2:29][NH:28][CH2:27]1.CN(C(ON1N=NC2C=CC=NC1=2)=[N+](C)C)C.F[P-](F)(F)(F)(F)F.C(N(CC)CC)C. Product: [F:1][C:2]1[CH:3]=[CH:4][C:5]([C:8]2[C:13]([N:14]3[CH2:15][CH2:16][CH:17]([C:20]([N:28]4[CH2:29][CH2:30][C@H:26]([O:25][CH3:24])[CH2:27]4)=[O:22])[CH2:18][CH2:19]3)=[CH:12][N:11]=[CH:10][N:9]=2)=[CH:6][CH:7]=1. The catalyst class is: 136.